From a dataset of Reaction yield outcomes from USPTO patents with 853,638 reactions. Predict the reaction yield, written as a fraction of the theoretical maximum amount of product (1.0 means a 100% yield; for example, 0.34 means a 34% yield). The reactants are C[O:2][C:3](=[O:21])[CH2:4][CH2:5][CH2:6][CH2:7][C:8]1[O:9][C:10]([C:13]2[CH:18]=[CH:17][CH:16]=[CH:15][C:14]=2[O:19][CH3:20])=[CH:11][N:12]=1.[Li+].[OH-].Cl. The catalyst is O1CCOCC1.O. The product is [CH3:20][O:19][C:14]1[CH:15]=[CH:16][CH:17]=[CH:18][C:13]=1[C:10]1[O:9][C:8]([CH2:7][CH2:6][CH2:5][CH2:4][C:3]([OH:21])=[O:2])=[N:12][CH:11]=1. The yield is 0.750.